This data is from CYP1A2 inhibition data for predicting drug metabolism from PubChem BioAssay. The task is: Regression/Classification. Given a drug SMILES string, predict its absorption, distribution, metabolism, or excretion properties. Task type varies by dataset: regression for continuous measurements (e.g., permeability, clearance, half-life) or binary classification for categorical outcomes (e.g., BBB penetration, CYP inhibition). Dataset: cyp1a2_veith. (1) The compound is COc1ccc(Nc2ncc3nc(-c4cccs4)c(=O)n(Cc4cccc(OC)c4)c3n2)cc1. The result is 0 (non-inhibitor). (2) The molecule is Cc1ccc(C2C(C=Nc3c(C)n(C)n(-c4ccccc4)c3=O)=C(c3ccccc3)Oc3ccccc32)cc1. The result is 0 (non-inhibitor). (3) The molecule is Clc1ccccc1-c1ccc2ncnc(NCc3cccnc3)c2c1. The result is 1 (inhibitor). (4) The molecule is COCCNc1nc(-c2ccc(N(C)C)cc2)nc2ccccc12. The result is 1 (inhibitor). (5) The molecule is Cc1c(Cl)cccc1NC(=O)CN1CCC(C(O)(c2ccccc2)c2ccccc2)CC1. The result is 0 (non-inhibitor). (6) The compound is O=C(O)CCC(=O)Nc1ccc(C(=O)N2CCCCC2)cc1. The result is 0 (non-inhibitor). (7) The molecule is COc1cccc(-c2nc(NCCN3CCOCC3)c3ccccc3n2)c1. The result is 1 (inhibitor). (8) The molecule is O=c1[nH]cc(CS(=O)(=O)Cc2c[nH]c(=O)[nH]c2=O)c(=O)[nH]1. The result is 0 (non-inhibitor). (9) The molecule is O=C(N/N=C/c1ccc2c(c1)OCO2)/C(=C/c1ccc2c(c1)OCO2)NC(=O)c1ccccc1. The result is 0 (non-inhibitor). (10) The compound is Cc1cc(C(C#N)c2cccc(Cl)c2)n2ncnc2n1. The result is 1 (inhibitor).